From a dataset of Catalyst prediction with 721,799 reactions and 888 catalyst types from USPTO. Predict which catalyst facilitates the given reaction. (1) Reactant: [F:1][C:2]1[CH:7]=[CH:6][C:5]([C:8]2[C:12]([C:13]3[CH:18]=[CH:17][N:16]=[C:15]([NH2:19])[N:14]=3)=[CH:11][NH:10][N:9]=2)=[CH:4][CH:3]=1.C1C=NC(NS(C2C=CC(N)=CC=2)(=O)=O)=NC=1.Cl[C:38]([O:40][CH2:41][CH3:42])=[O:39].O. Product: [F:1][C:2]1[CH:7]=[CH:6][C:5]([C:8]2[C:12]([C:13]3[CH:18]=[CH:17][N:16]=[C:15]([NH:19][C:38](=[O:39])[O:40][CH2:41][CH3:42])[N:14]=3)=[CH:11][NH:10][N:9]=2)=[CH:4][CH:3]=1. The catalyst class is: 17. (2) Reactant: C[O:2][C:3]([C:5]1[CH:6]=[C:7]([C:19]2[CH:24]=[CH:23][C:22]([CH3:25])=[CH:21][CH:20]=2)[CH:8]=[C:9]([N:11]([CH2:17][CH3:18])[C:12](=[O:16])[CH:13]([CH3:15])[CH3:14])[CH:10]=1)=[O:4].[Li+].[OH-].Cl. Product: [CH2:17]([N:11]([C:12](=[O:16])[CH:13]([CH3:15])[CH3:14])[C:9]1[CH:10]=[C:5]([C:3]([OH:4])=[O:2])[CH:6]=[C:7]([C:19]2[CH:20]=[CH:21][C:22]([CH3:25])=[CH:23][CH:24]=2)[CH:8]=1)[CH3:18]. The catalyst class is: 20. (3) Reactant: [CH:1]([N:4]1[C:8]([C:9]2[N:18]=[C:17]3[N:11]([CH2:12][CH2:13][O:14][C:15]4[CH:22]=[C:21](OS(C(F)(F)F)(=O)=O)[N:20]=[CH:19][C:16]=43)[CH:10]=2)=[N:7][CH:6]=[N:5]1)([CH3:3])[CH3:2].[CH3:31][NH2:32].C1COCC1. Product: [CH:1]([N:4]1[C:8]([C:9]2[N:18]=[C:17]3[C:16]4[CH:19]=[N:20][C:21]([NH:32][CH3:31])=[CH:22][C:15]=4[O:14][CH2:13][CH2:12][N:11]3[CH:10]=2)=[N:7][CH:6]=[N:5]1)([CH3:3])[CH3:2]. The catalyst class is: 179. (4) Reactant: [Br:1][C:2]1[CH:3]=[N:4][N:5]([CH3:9])[C:6]=1[CH:7]=[O:8].[BH4-].[Na+]. Product: [Br:1][C:2]1[CH:3]=[N:4][N:5]([CH3:9])[C:6]=1[CH2:7][OH:8]. The catalyst class is: 5. (5) Reactant: C(O)[C@H]1O[C@@H]2O[C@H]3[C@H](O)[C@@H](O)[C@@H](O[C@H]4[C@H](O)[C@@H](O)[C@@H](O[C@H]5[C@H](O)[C@@H](O)[C@@H](O[C@H]6[C@H](O)[C@@H](O)[C@@H](O[C@H]7[C@H](O)[C@@H](O)[C@@H](O[C@H]8[C@H](O)[C@@H](O)[C@@H](O[C@H]1[C@H](O)[C@H]2O)O[C@@H]8CO)O[C@@H]7CO)O[C@@H]6CO)O[C@@H]5CO)O[C@@H]4CO)O[C@@H]3CO.[CH:78]1([CH2:81][NH2:82])[CH2:80][CH2:79]1.[C:83](O[C:83]([O:85][C:86]([CH3:89])([CH3:88])[CH3:87])=[O:84])([O:85][C:86]([CH3:89])([CH3:88])[CH3:87])=[O:84]. The catalyst class is: 6. Product: [CH:78]1([CH2:81][NH:82][C:83](=[O:84])[O:85][C:86]([CH3:89])([CH3:88])[CH3:87])[CH2:80][CH2:79]1.